Dataset: Catalyst prediction with 721,799 reactions and 888 catalyst types from USPTO. Task: Predict which catalyst facilitates the given reaction. (1) Product: [Br:1][C:2]#[C:3][C:4]1[CH:9]=[CH:8][C:7]([O:10][CH3:11])=[C:6]([F:12])[CH:5]=1. Reactant: [Br:1][C:2](Br)=[CH:3][C:4]1[CH:9]=[CH:8][C:7]([O:10][CH3:11])=[C:6]([F:12])[CH:5]=1.CC(C)([O-])C.[K+].C1(C)C=CC=CC=1. The catalyst class is: 6. (2) Reactant: Cl[C:2]1[C:11]2[C:6](=[CH:7][C:8]([O:12][CH3:13])=[CH:9][CH:10]=2)[C:5]([C:14]2[CH:19]=[CH:18][CH:17]=[CH:16][CH:15]=2)=[C:4]([CH2:20][N:21]([CH3:23])[CH3:22])[N:3]=1.[CH3:24][S:25]([O:27][Na])=[O:26]. Product: [CH3:13][O:12][C:8]1[CH:7]=[C:6]2[C:11](=[CH:10][CH:9]=1)[C:2]([S:25]([CH3:24])(=[O:27])=[O:26])=[N:3][C:4]([CH2:20][N:21]([CH3:23])[CH3:22])=[C:5]2[C:14]1[CH:19]=[CH:18][CH:17]=[CH:16][CH:15]=1. The catalyst class is: 3. (3) Reactant: [CH2:1]([N:4]1[CH2:7][CH:6]([C:8]2[CH:13]=[CH:12][C:11]([NH2:14])=[CH:10][CH:9]=2)[CH2:5]1)[CH2:2][CH3:3].[F:15][C:16]([F:30])([F:29])[CH2:17][CH2:18][C:19]1[CH:24]=[CH:23][C:22]([S:25](Cl)(=[O:27])=[O:26])=[CH:21][CH:20]=1. Product: [CH2:1]([N:4]1[CH2:5][CH:6]([C:8]2[CH:9]=[CH:10][C:11]([NH:14][S:25]([C:22]3[CH:21]=[CH:20][C:19]([CH2:18][CH2:17][C:16]([F:15])([F:29])[F:30])=[CH:24][CH:23]=3)(=[O:27])=[O:26])=[CH:12][CH:13]=2)[CH2:7]1)[CH2:2][CH3:3]. The catalyst class is: 202. (4) Reactant: [C:1](Cl)(Cl)=[S:2].C(=O)(O)[O-].[Na+].[Cl:10][C:11]1[CH:12]=[C:13]([CH:17]([C:20]2[CH:25]=[CH:24][C:23]([N+:26]([O-:28])=[O:27])=[CH:22][CH:21]=2)[CH2:18][NH2:19])[CH:14]=[CH:15][CH:16]=1. Product: [Cl:10][C:11]1[CH:12]=[C:13]([CH:17]([C:20]2[CH:25]=[CH:24][C:23]([N+:26]([O-:28])=[O:27])=[CH:22][CH:21]=2)[CH2:18][N:19]=[C:1]=[S:2])[CH:14]=[CH:15][CH:16]=1. The catalyst class is: 2. (5) Reactant: Cl[C:2]1[S:6][N:5]=[C:4]([CH:7]([CH3:9])[CH3:8])[N:3]=1.FC(F)(F)C(O)=O.[O:17]1[C:21]2[CH:22]=[CH:23][CH:24]=[CH:25][C:20]=2[C:19]([NH:26][C:27]([N:29]2[CH2:34][CH2:33][NH:32][CH2:31][CH2:30]2)=[O:28])=[N:18]1.C(N(CC)CC)C.O. Product: [O:17]1[C:21]2[CH:22]=[CH:23][CH:24]=[CH:25][C:20]=2[C:19]([NH:26][C:27]([N:29]2[CH2:34][CH2:33][N:32]([C:2]3[S:6][N:5]=[C:4]([CH:7]([CH3:9])[CH3:8])[N:3]=3)[CH2:31][CH2:30]2)=[O:28])=[N:18]1. The catalyst class is: 9. (6) Reactant: COC1C=CC(C[N:8]2[CH2:14][CH2:13][CH2:12][CH2:11][CH:10]([C:15]3[S:16][C:17]([C:20]4[CH:25]=[C:24]([NH:26][C:27]5[N:32]=[C:31]([C:33]([F:36])([F:35])[F:34])[CH:30]=[CH:29][N:28]=5)[CH:23]=[C:22]([CH3:37])[CH:21]=4)=[CH:18][N:19]=3)[C:9]2=[O:38])=CC=1.FC(F)(F)C(O)=O.FC(F)(F)S(O)(=O)=O. Product: [CH3:37][C:22]1[CH:21]=[C:20]([C:17]2[S:16][C:15]([CH:10]3[CH2:11][CH2:12][CH2:13][CH2:14][NH:8][C:9]3=[O:38])=[N:19][CH:18]=2)[CH:25]=[C:24]([NH:26][C:27]2[N:32]=[C:31]([C:33]([F:35])([F:36])[F:34])[CH:30]=[CH:29][N:28]=2)[CH:23]=1. The catalyst class is: 4. (7) Reactant: [C:1]([C:5]1[CH:35]=[CH:34][C:8]([CH2:9][N:10]2[CH2:14][CH2:13][N:12]([CH2:15][C:16]3[CH:21]=[CH:20][C:19]([N:22]4C(=O)C5C(=CC=CC=5)C4=O)=[CH:18][CH:17]=3)[C:11]2=[O:33])=[CH:7][CH:6]=1)([CH3:4])([CH3:3])[CH3:2].O. Product: [NH2:22][C:19]1[CH:18]=[CH:17][C:16]([CH2:15][N:12]2[CH2:13][CH2:14][N:10]([CH2:9][C:8]3[CH:34]=[CH:35][C:5]([C:1]([CH3:2])([CH3:3])[CH3:4])=[CH:6][CH:7]=3)[C:11]2=[O:33])=[CH:21][CH:20]=1. The catalyst class is: 5. (8) Reactant: [Cl:1][C:2]1[CH:7]=[C:6]2[NH:8][C:9](=[O:38])[C:10]3([CH:15]([C:16]4[CH:21]=[C:20]([Cl:22])[CH:19]=[CH:18][C:17]=4[O:23][C:24]([CH3:28])([CH3:27])[CH2:25][OH:26])[CH2:14][C:13](=[O:29])[NH:12][CH:11]3[C:30]3[CH:35]=[C:34]([F:36])[CH:33]=[CH:32][C:31]=3[CH3:37])[C:5]2=[CH:4][CH:3]=1.CCN=C=NCCCN(C)C.Cl.C1C=CC2N(O)N=NC=2C=1.CCN(C(C)C)C(C)C.[NH2:70][CH2:71][CH2:72][OH:73]. Product: [Cl:1][C:2]1[CH:7]=[C:6]2[NH:8][C:9](=[O:38])[C:10]3([CH:15]([C:16]4[CH:21]=[C:20]([Cl:22])[CH:19]=[CH:18][C:17]=4[O:23][C:24]([C:25](=[O:26])[NH:70][CH2:71][CH2:72][OH:73])([CH3:28])[CH3:27])[CH2:14][C:13](=[O:29])[NH:12][CH:11]3[C:30]3[CH:35]=[C:34]([F:36])[CH:33]=[CH:32][C:31]=3[CH3:37])[C:5]2=[CH:4][CH:3]=1. The catalyst class is: 1. (9) Reactant: [CH2:1]([C:7]1[CH:11]=[CH:10][S:9][C:8]=1[C:12]1[S:13][CH:14]=[CH:15][C:16]=1[C:17]1[S:18][CH:19]=[CH:20][C:21]=1[C:22]1[S:23][CH:24]=[CH:25][C:26]=1[CH2:27][CH2:28][CH2:29][CH2:30][CH2:31][CH3:32])[CH2:2][CH2:3][CH2:4][CH2:5][CH3:6].C1COCC1.C1C(=O)N([Br:45])C(=O)C1. Product: [Br:45][C:10]1[S:9][C:8]([C:12]2[S:13][CH:14]=[CH:15][C:16]=2[C:17]2[S:18][CH:19]=[CH:20][C:21]=2[C:22]2[S:23][CH:24]=[CH:25][C:26]=2[CH2:27][CH2:28][CH2:29][CH2:30][CH2:31][CH3:32])=[C:7]([CH2:1][CH2:2][CH2:3][CH2:4][CH2:5][CH3:6])[CH:11]=1. The catalyst class is: 6. (10) Reactant: [Br:1][C:2]1[CH:3]=[CH:4][C:5]([F:16])=[C:6]([CH:8]([C:10]2[CH:11]=[N:12][CH:13]=[N:14][CH:15]=2)[OH:9])[CH:7]=1.CC(OI1(OC(C)=O)(OC(C)=O)OC(=O)C2C=CC=CC1=2)=O. Product: [Br:1][C:2]1[CH:3]=[CH:4][C:5]([F:16])=[C:6]([C:8]([C:10]2[CH:15]=[N:14][CH:13]=[N:12][CH:11]=2)=[O:9])[CH:7]=1. The catalyst class is: 2.